Dataset: Catalyst prediction with 721,799 reactions and 888 catalyst types from USPTO. Task: Predict which catalyst facilitates the given reaction. (1) Reactant: C[O:2][C:3]1[CH:8]=[CH:7][CH:6]=[CH:5][C:4]=1[CH2:9][CH2:10][CH2:11][CH2:12][CH2:13][CH2:14][CH2:15]OC1C=CC=CC=1.B(Br)(Br)[Br:24]. The catalyst class is: 2. Product: [Br:24][CH2:15][CH2:14][CH2:13][CH2:12][CH2:11][CH2:10][CH2:9][C:4]1[CH:5]=[CH:6][CH:7]=[CH:8][C:3]=1[OH:2]. (2) Reactant: [CH3:1][C:2]([CH3:7])=[CH:3][C:4]([OH:6])=O.CS(O)(=O)=[O:10].C([O:21][CH2:22][CH2:23][C:24]1[C:29]([O:30][CH3:31])=[CH:28][CH:27]=[CH:26][C:25]=1[OH:32])(=O)C1C=CC=CC=1.[C:33]1([CH3:39])[CH:38]=[CH:37][CH:36]=[CH:35][CH:34]=1. Product: [C:39]([O:21][CH2:22][CH2:23][C:24]1[C:29]([O:30][CH3:31])=[CH:28][CH:27]=[C:26]2[C:25]=1[O:32][C:2]([CH3:7])([CH3:1])[CH2:3][C:4]2=[O:6])(=[O:10])[C:33]1[CH:38]=[CH:37][CH:36]=[CH:35][CH:34]=1. The catalyst class is: 6. (3) Reactant: [F:1][C:2]([F:26])([F:25])[C:3]1[CH:4]=[C:5]([CH:22]=[CH:23][CH:24]=1)[C:6]([NH:8][CH:9]1[C:17]2[C:12](=[CH:13][CH:14]=[CH:15][CH:16]=2)[CH:11]([C:18]([O:20]C)=[O:19])[CH2:10]1)=[O:7].[OH-].[Li+].O.Cl. Product: [F:1][C:2]([F:25])([F:26])[C:3]1[CH:4]=[C:5]([CH:22]=[CH:23][CH:24]=1)[C:6]([NH:8][C@H:9]1[C:17]2[C:12](=[CH:13][CH:14]=[CH:15][CH:16]=2)[C@@H:11]([C:18]([OH:20])=[O:19])[CH2:10]1)=[O:7]. The catalyst class is: 24. (4) Reactant: [Br:1][C:2]1[CH:11]=[C:10]2[C:5]([C:6](Cl)=[C:7]([N+:12]([O-:14])=[O:13])[CH:8]=[N:9]2)=[CH:4][CH:3]=1.C(N(CC)CC)C.[NH2:23][CH2:24][CH2:25][CH2:26][OH:27]. Product: [Br:1][C:2]1[CH:11]=[C:10]2[C:5]([C:6]([NH:23][CH2:24][CH2:25][CH2:26][OH:27])=[C:7]([N+:12]([O-:14])=[O:13])[CH:8]=[N:9]2)=[CH:4][CH:3]=1. The catalyst class is: 3. (5) Reactant: [S:1]1[C:5]([CH:6]=O)=[CH:4][C:3]2[CH:8]=[CH:9][CH:10]=[CH:11][C:2]1=2.[C:12]([O:16][C:17]([N:19]1[CH2:23][CH2:22][CH2:21][C@H:20]1[CH2:24][NH2:25])=[O:18])([CH3:15])([CH3:14])[CH3:13].C(O[BH-](OC(=O)C)OC(=O)C)(=O)C.[Na+]. The catalyst class is: 4. Product: [C:12]([O:16][C:17]([N:19]1[CH2:23][CH2:22][CH2:21][C@H:20]1[CH2:24][NH:25][CH2:6][C:5]1[S:1][C:2]2[CH:11]=[CH:10][CH:9]=[CH:8][C:3]=2[CH:4]=1)=[O:18])([CH3:15])([CH3:14])[CH3:13]. (6) Reactant: [Cl:1][C:2]1[C:3]([F:28])=[C:4]([CH:8]2[C:12]([C:15]3[CH:20]=[CH:19][C:18]([Cl:21])=[CH:17][C:16]=3[F:22])([C:13]#[N:14])[CH:11]([CH2:23][C:24]([CH3:27])([CH3:26])[CH3:25])[CH2:10][NH:9]2)[CH:5]=[CH:6][CH:7]=1.[O:29]=[C:30](C)[CH2:31][CH2:32][CH2:33][C:34]1[CH:42]=[CH:41][C:37]([C:38]([OH:40])=[O:39])=[CH:36][CH:35]=1.CN(C(ON1N=NC2C=CC=NC1=2)=[N+](C)C)C.F[P-](F)(F)(F)(F)F.CCN(C(C)C)C(C)C. The catalyst class is: 2. Product: [Cl:1][C:2]1[C:3]([F:28])=[C:4]([C@@H:8]2[C@:12]([C:15]3[CH:20]=[CH:19][C:18]([Cl:21])=[CH:17][C:16]=3[F:22])([C:13]#[N:14])[C@H:11]([CH2:23][C:24]([CH3:25])([CH3:27])[CH3:26])[CH2:10][N:9]2[C:30](=[O:29])[CH2:31][CH2:32][CH2:33][C:34]2[CH:42]=[CH:41][C:37]([C:38]([OH:40])=[O:39])=[CH:36][CH:35]=2)[CH:5]=[CH:6][CH:7]=1. (7) Reactant: [F:1][C:2]([F:28])([O:19][C:20]1[CH:25]=[CH:24][C:23]([S:26][CH3:27])=[CH:22][CH:21]=1)[C@H:3](OS(C(F)(F)F)(=O)=O)[C:4]1[CH:9]=[CH:8][C:7]([F:10])=[CH:6][CH:5]=1.[NH2:29][C@@H:30]([CH2:34][S:35][C:36]([C:49]1[CH:54]=[CH:53][CH:52]=[CH:51][CH:50]=1)([C:43]1[CH:48]=[CH:47][CH:46]=[CH:45][CH:44]=1)[C:37]1[CH:42]=[CH:41][CH:40]=[CH:39][CH:38]=1)[C:31]([OH:33])=[O:32]. Product: [F:28][C:2]([F:1])([O:19][C:20]1[CH:21]=[CH:22][C:23]([S:26][CH3:27])=[CH:24][CH:25]=1)[C@@H:3]([NH:29][C@@H:30]([CH2:34][S:35][C:36]([C:49]1[CH:54]=[CH:53][CH:52]=[CH:51][CH:50]=1)([C:37]1[CH:38]=[CH:39][CH:40]=[CH:41][CH:42]=1)[C:43]1[CH:48]=[CH:47][CH:46]=[CH:45][CH:44]=1)[C:31]([OH:33])=[O:32])[C:4]1[CH:5]=[CH:6][C:7]([F:10])=[CH:8][CH:9]=1. The catalyst class is: 2.